From a dataset of Reaction yield outcomes from USPTO patents with 853,638 reactions. Predict the reaction yield, written as a fraction of the theoretical maximum amount of product (1.0 means a 100% yield; for example, 0.34 means a 34% yield). (1) The reactants are [F:1][C:2]1[CH:7]=[CH:6][C:5]([N:8]2[CH2:14][CH2:13][CH2:12][CH2:11][CH2:10][C:9]2=[O:15])=[CH:4][CH:3]=1.C[Si]([N-][Si](C)(C)C)(C)C.[Li+].[C:26]1([Se:32]Cl)[CH:31]=[CH:30][CH:29]=[CH:28][CH:27]=1. No catalyst specified. The product is [F:1][C:2]1[CH:7]=[CH:6][C:5]([N:8]2[CH2:14][CH2:13][CH2:12][CH2:11][CH:10]([Se:32][C:26]3[CH:31]=[CH:30][CH:29]=[CH:28][CH:27]=3)[C:9]2=[O:15])=[CH:4][CH:3]=1. The yield is 1.00. (2) The reactants are Br[C:2]1[CH:3]=[C:4]2[C:9](=[C:10]([O:12][CH2:13][O:14][CH2:15][CH2:16][Si:17]([CH3:20])([CH3:19])[CH3:18])[CH:11]=1)[N:8]=[CH:7][N:6]([CH2:21][O:22][CH2:23][CH2:24][Si:25]([CH3:28])([CH3:27])[CH3:26])[C:5]2=[O:29].[C:30]([C:33]1[CH:38]=[CH:37][CH:36]=[CH:35][C:34]=1B(O)O)(=[O:32])[CH3:31].C(=O)([O-])[O-].[K+].[K+].C(OCC)(=O)C.CCCCCCC. The catalyst is O1CCOCC1.O.C1(P([C-]2C=CC=C2)C2C=CC=CC=2)C=CC=CC=1.[C-]1(P(C2C=CC=CC=2)C2C=CC=CC=2)C=CC=C1.[Fe+2].[Pd](Cl)Cl. The product is [C:30]([C:33]1[CH:38]=[CH:37][CH:36]=[CH:35][C:34]=1[C:7]1[N:6]([CH2:21][O:22][CH2:23][CH2:24][Si:25]([CH3:28])([CH3:27])[CH3:26])[C:5](=[O:29])[C:4]2[C:9](=[C:10]([O:12][CH2:13][O:14][CH2:15][CH2:16][Si:17]([CH3:20])([CH3:19])[CH3:18])[CH:11]=[CH:2][CH:3]=2)[N:8]=1)(=[O:32])[CH3:31]. The yield is 0.790. (3) The reactants are [Br:1][C:2]1[S:3][CH:4]=[CH:5][C:6]=1[CH2:7][C:8]#[N:9].B.C1COCC1. No catalyst specified. The product is [Br:1][C:2]1[S:3][CH:4]=[CH:5][C:6]=1[CH2:7][CH2:8][NH2:9]. The yield is 0.920. (4) The reactants are [C:1]1([CH3:10])[C:2]([C:7]([OH:9])=[O:8])=[CH:3][CH:4]=[CH:5][CH:6]=1.[Cl:11][S:12](O)(=[O:14])=[O:13]. No catalyst specified. The product is [Cl:11][S:12]([C:4]1[CH:5]=[CH:6][C:1]([CH3:10])=[C:2]([CH:3]=1)[C:7]([OH:9])=[O:8])(=[O:14])=[O:13]. The yield is 0.780. (5) The reactants are C([O:3][C:4]([C@H:6]1[CH2:11][CH2:10][C@H:9]([O:12][CH:13]([CH2:26][OH:27])[CH2:14]OS(C2C=CC(C)=CC=2)(=O)=O)[CH2:8][CH2:7]1)=[O:5])C.CC(C)([O-])C.[K+].[OH-].[Na+]. The catalyst is C1(C)C=CC=CC=1. The product is [O:27]1[CH2:14][CH:13]([O:12][C@H:9]2[CH2:8][CH2:7][C@H:6]([C:4]([OH:3])=[O:5])[CH2:11][CH2:10]2)[CH2:26]1. The yield is 0.500. (6) The reactants are [C:1]1([CH2:7][CH2:8][CH:9]=[O:10])[CH:6]=[CH:5][CH:4]=[CH:3][CH:2]=1.[Br:11]Br. The catalyst is ClCCl. The product is [Br:11][CH:8]([CH2:7][C:1]1[CH:6]=[CH:5][CH:4]=[CH:3][CH:2]=1)[CH:9]=[O:10]. The yield is 0.810.